Dataset: Reaction yield outcomes from USPTO patents with 853,638 reactions. Task: Predict the reaction yield, written as a fraction of the theoretical maximum amount of product (1.0 means a 100% yield; for example, 0.34 means a 34% yield). (1) The reactants are FC(F)(F)S(O)(=O)=O.[NH2:9][CH2:10][CH2:11][CH2:12][C:13]([C:15]1[CH:20]=[CH:19][C:18]([O:21][CH3:22])=[CH:17][CH:16]=1)=O.CC(O)C.[ClH:27]. The catalyst is O1CCCC1.O.[C].[Pd]. The product is [ClH:27].[NH2:9][CH2:10][CH2:11][CH2:12][CH2:13][C:15]1[CH:16]=[CH:17][C:18]([O:21][CH3:22])=[CH:19][CH:20]=1. The yield is 0.850. (2) The reactants are [Li+].[OH-].C([O:5][C:6]([C:8]1[C:9]([OH:23])=[N:10][C:11]2[C:16]([C:17]=1[CH3:18])=[CH:15][CH:14]=[C:13]([C:19]([F:22])([F:21])[F:20])[CH:12]=2)=[O:7])C. The catalyst is CO.C1COCC1. The product is [OH:23][C:9]1[C:8]([C:6]([OH:7])=[O:5])=[C:17]([CH3:18])[C:16]2[C:11](=[CH:12][C:13]([C:19]([F:21])([F:20])[F:22])=[CH:14][CH:15]=2)[N:10]=1. The yield is 0.880. (3) The reactants are [Br:1][C:2]1[C:3]([C:7]2[CH:12]=[CH:11][N:10]=[CH:9][CH:8]=2)=[N:4][NH:5][CH:6]=1.[H-].[Na+].Cl[C:16]1[CH:23]=[CH:22][C:19]([C:20]#[N:21])=[CH:18][N:17]=1. The catalyst is CN(C=O)C.O. The product is [Br:1][C:2]1[C:3]([C:7]2[CH:12]=[CH:11][N:10]=[CH:9][CH:8]=2)=[N:4][N:5]([C:16]2[CH:23]=[CH:22][C:19]([C:20]#[N:21])=[CH:18][N:17]=2)[CH:6]=1. The yield is 0.890. (4) The reactants are [CH3:1][C:2]1([C:8]2[CH:13]=[CH:12][CH:11]=[CH:10][CH:9]=2)[CH2:7][CH2:6][NH:5][CH2:4][CH2:3]1.Br.Br[CH2:16][CH2:17][CH2:18][NH2:19].C(=O)([O-])[O-].[K+].[K+]. The catalyst is O1CCOCC1. The product is [NH2:19][CH2:18][CH2:17][CH2:16][N:5]1[CH2:4][CH2:3][C:2]([CH3:1])([C:8]2[CH:13]=[CH:12][CH:11]=[CH:10][CH:9]=2)[CH2:7][CH2:6]1. The yield is 0.180. (5) The reactants are Cl[CH2:2][CH2:3][CH2:4][O:5][C:6]1[CH:11]=[CH:10][CH:9]=[C:8]([N+:12]([O-:14])=[O:13])[CH:7]=1.[CH3:15][NH2:16]. The catalyst is CO. The product is [CH3:15][NH:16][CH2:2][CH2:3][CH2:4][O:5][C:6]1[CH:11]=[CH:10][CH:9]=[C:8]([N+:12]([O-:14])=[O:13])[CH:7]=1. The yield is 0.506.